Dataset: Reaction yield outcomes from USPTO patents with 853,638 reactions. Task: Predict the reaction yield, written as a fraction of the theoretical maximum amount of product (1.0 means a 100% yield; for example, 0.34 means a 34% yield). The reactants are [F:1][C:2]1[N:7]=[C:6]([NH:8][CH2:9][C:10]2[CH:15]=[CH:14][C:13]([O:16][CH3:17])=[CH:12][CH:11]=2)[CH:5]=[CH:4][CH:3]=1.[Br:18]N1C(=O)CCC1=O. The catalyst is C(#N)C. The product is [Br:18][C:3]1[CH:4]=[CH:5][C:6]([NH:8][CH2:9][C:10]2[CH:15]=[CH:14][C:13]([O:16][CH3:17])=[CH:12][CH:11]=2)=[N:7][C:2]=1[F:1]. The yield is 0.850.